This data is from Reaction yield outcomes from USPTO patents with 853,638 reactions. The task is: Predict the reaction yield, written as a fraction of the theoretical maximum amount of product (1.0 means a 100% yield; for example, 0.34 means a 34% yield). (1) The reactants are [CH3:1][O:2][C:3]1[CH:26]=[CH:25][C:6]([CH2:7][N:8]2[CH:12]=[C:11]([C:13](=[O:15])[CH3:14])[C:10]([C:16]3[CH:21]=[CH:20][CH:19]=[C:18]([N+:22]([O-:24])=[O:23])[CH:17]=3)=[N:9]2)=[CH:5][CH:4]=1.[CH3:27][N:28]([CH3:31])[CH:29]=O. The product is [CH3:27][N:28]([CH3:31])/[CH:29]=[CH:14]/[C:13]([C:11]1[C:10]([C:16]2[CH:21]=[CH:20][CH:19]=[C:18]([N+:22]([O-:24])=[O:23])[CH:17]=2)=[N:9][N:8]([CH2:7][C:6]2[CH:5]=[CH:4][C:3]([O:2][CH3:1])=[CH:26][CH:25]=2)[CH:12]=1)=[O:15]. The yield is 0.960. The catalyst is O1CCCC1. (2) The reactants are [CH2:1]([O:3][C:4]([C:6]1[C:14]2[C:9](=[CH:10][C:11](Br)=[C:12](OC)[CH:13]=2)[N:8]([CH:18]2[CH2:20][CH2:19]2)[C:7]=1[CH3:21])=[O:5])[CH3:2].[CH3:22][C:23]1[CH:24]=[C:25]([OH:38])[CH:26]=[CH:27][C:28]=1B1OC(C)(C)C(C)(C)O1.[C:39](=O)([O-])[O-].[Na+].[Na+].Cl. The catalyst is C(O)C.CN(C=O)C. The product is [CH2:1]([O:3][C:4]([C:6]1[C:14]2[C:9](=[CH:10][C:11]([C:28]3[CH:27]=[CH:26][C:25]([OH:38])=[CH:24][C:23]=3[CH3:22])=[C:12]([CH3:39])[CH:13]=2)[N:8]([CH:18]2[CH2:20][CH2:19]2)[C:7]=1[CH3:21])=[O:5])[CH3:2]. The yield is 0.490. (3) The reactants are [CH3:1][N:2]1[CH2:6][CH2:5][CH2:4][C@@:3]1([CH3:10])[C:7]([OH:9])=O.[F:11][C:12]1[CH:13]=[CH:14][C:15]([NH:18][NH2:19])=[N:16][CH:17]=1.CCN(CC)CC.C1C=CC2N(O)N=NC=2C=1.O.CCN=C=NCCCN(C)C.Cl. The catalyst is C(Cl)Cl. The product is [F:11][C:12]1[CH:13]=[CH:14][C:15]([NH:18][NH:19][C:7]([C@:3]2([CH3:10])[CH2:4][CH2:5][CH2:6][N:2]2[CH3:1])=[O:9])=[N:16][CH:17]=1. The yield is 0.690. (4) The reactants are [Cl:1][C:2]1[CH:31]=[CH:30][C:5]([CH2:6][NH:7][C:8]([C:10]2[C:19](=[O:20])[C:18]3[C:13](=[C:14](I)[CH:15]=[C:16]([CH2:21][CH:22]4[CH2:27][CH2:26][O:25][CH2:24][CH2:23]4)[CH:17]=3)[N:12]([CH3:29])[CH:11]=2)=[O:9])=[CH:4][CH:3]=1.[CH3:32][N:33]([CH2:35][C:36]#[CH:37])[CH3:34]. The catalyst is C(NCC)C.[Cu](I)I.Cl[Pd](Cl)([P](C1C=CC=CC=1)(C1C=CC=CC=1)C1C=CC=CC=1)[P](C1C=CC=CC=1)(C1C=CC=CC=1)C1C=CC=CC=1. The product is [Cl:1][C:2]1[CH:31]=[CH:30][C:5]([CH2:6][NH:7][C:8]([C:10]2[C:19](=[O:20])[C:18]3[C:13](=[C:14]([C:37]#[C:36][CH2:35][N:33]([CH3:34])[CH3:32])[CH:15]=[C:16]([CH2:21][CH:22]4[CH2:27][CH2:26][O:25][CH2:24][CH2:23]4)[CH:17]=3)[N:12]([CH3:29])[CH:11]=2)=[O:9])=[CH:4][CH:3]=1. The yield is 0.700. (5) The reactants are [Cl-].[Br:2][C:3]1[CH:8]=[CH:7][C:6]([CH2:9][NH3+:10])=[CH:5][CH:4]=1.[OH-].[Na+].Cl[C:14]([O:16][CH2:17][C:18]1[CH:23]=[CH:22][CH:21]=[CH:20][CH:19]=1)=[O:15]. The catalyst is O1CCCC1.O.[Cl-].[Na+].O. The product is [Br:2][C:3]1[CH:8]=[CH:7][C:6]([CH2:9][NH:10][C:14](=[O:15])[O:16][CH2:17][C:18]2[CH:23]=[CH:22][CH:21]=[CH:20][CH:19]=2)=[CH:5][CH:4]=1. The yield is 0.100. (6) The reactants are [CH:1]1[C:10]2CCCC[C:5]=2C=C[C:2]=1[OH:11].O.Cl[C:14]1[C:15](=O)[C:16](C#N)=[C:17]([C:22]#[N:23])[C:18](=[O:21])[C:19]=1Cl. The catalyst is O1CCOCC1. The product is [OH:21][C:18]1[C:17]([C:22]#[N:23])=[CH:16][C:15]2[C:2](=[O:11])[CH2:1][CH2:10][CH2:5][C:14]=2[CH:19]=1. The yield is 0.400.